From a dataset of NCI-60 drug combinations with 297,098 pairs across 59 cell lines. Regression. Given two drug SMILES strings and cell line genomic features, predict the synergy score measuring deviation from expected non-interaction effect. Drug 1: CC(C1=C(C=CC(=C1Cl)F)Cl)OC2=C(N=CC(=C2)C3=CN(N=C3)C4CCNCC4)N. Drug 2: C1=NNC2=C1C(=O)NC=N2. Cell line: OVCAR3. Synergy scores: CSS=1.44, Synergy_ZIP=0.213, Synergy_Bliss=-1.98, Synergy_Loewe=-4.62, Synergy_HSA=-4.90.